Predict which catalyst facilitates the given reaction. From a dataset of Catalyst prediction with 721,799 reactions and 888 catalyst types from USPTO. (1) Reactant: [Cl:1][C:2]1[CH:7]=[CH:6][C:5]([NH:8][CH:9]=O)=[C:4]([C:11]#[N:12])[CH:3]=1. Product: [NH2:12][CH2:11][C:4]1[CH:3]=[C:2]([Cl:1])[CH:7]=[CH:6][C:5]=1[NH:8][CH3:9]. The catalyst class is: 1. (2) Reactant: C(Cl)CCl.[NH2:5][C:6]1[N:10]([C:11]2[C:16]([Cl:17])=[CH:15][C:14]([C:18]([F:21])([F:20])[F:19])=[CH:13][C:12]=2[Cl:22])[N:9]=[C:8]([C:23]#[N:24])[C:7]=1[S:25][C:26]([F:29])([F:28])[F:27].OO.[OH:32]S(O)(=O)=O. Product: [CH:15]1[C:14]([C:18]([F:19])([F:20])[F:21])=[CH:13][C:12]([Cl:22])=[C:11]([N:10]2[N:9]=[C:8]([C:23]#[N:24])[C:7]([S+:25]([O-:32])[C:26]([F:29])([F:28])[F:27])=[C:6]2[NH2:5])[C:16]=1[Cl:17]. The catalyst class is: 6.